Dataset: Full USPTO retrosynthesis dataset with 1.9M reactions from patents (1976-2016). Task: Predict the reactants needed to synthesize the given product. Given the product [C:1]([O:5][C:6]([NH:7][CH2:8][CH:9]1[CH2:10][CH2:11][N:12]([CH2:18][CH2:17][C:16]([O:20][CH2:21][CH3:22])=[O:19])[CH2:13][CH2:14]1)=[O:15])([CH3:4])([CH3:2])[CH3:3], predict the reactants needed to synthesize it. The reactants are: [C:1]([O:5][C:6](=[O:15])[NH:7][CH2:8][CH:9]1[CH2:14][CH2:13][NH:12][CH2:11][CH2:10]1)([CH3:4])([CH3:3])[CH3:2].[C:16]([O:20][CH2:21][CH3:22])(=[O:19])[CH:17]=[CH2:18].